The task is: Predict the reactants needed to synthesize the given product.. This data is from Full USPTO retrosynthesis dataset with 1.9M reactions from patents (1976-2016). (1) Given the product [F:1][C:2]1[CH:11]=[CH:10][C:9]2[NH:8][CH2:7][C:6](=[O:12])[N:5]3[CH2:13][C@@H:14]([NH:15][CH2:16][CH2:17][CH2:18][C@@H:19]4[O:23][C:22](=[O:24])[N:21]([C:25]5[CH:26]=[CH:27][C:28]6[S:33][CH2:32][C:31](=[O:34])[NH:30][C:29]=6[CH:35]=5)[CH2:20]4)[C:3]=1[C:4]=23, predict the reactants needed to synthesize it. The reactants are: [F:1][C:2]1[CH:11]=[CH:10][C:9]2[N:8]=[CH:7][C:6](=[O:12])[N:5]3[CH2:13][C@@H:14]([NH:15][CH2:16][CH2:17][CH2:18][C@@H:19]4[O:23][C:22](=[O:24])[N:21]([C:25]5[CH:26]=[CH:27][C:28]6[S:33][CH2:32][C:31](=[O:34])[NH:30][C:29]=6[CH:35]=5)[CH2:20]4)[C:3]=1[C:4]=23.[BH4-].[Na+]. (2) Given the product [OH:4][C:5]1[CH:10]=[CH:9][CH:8]=[CH:7][C:6]=1[C:2]([CH3:12])([CH3:1])[C:3]([NH2:13])=[O:11], predict the reactants needed to synthesize it. The reactants are: [CH3:1][C:2]1([CH3:12])[C:6]2[CH:7]=[CH:8][CH:9]=[CH:10][C:5]=2[O:4][C:3]1=[O:11].[NH3:13]. (3) Given the product [CH3:18][CH:2]([C:3]([O:5][C:6]([CH3:7])([CH3:8])[CH3:9])=[O:4])[C:1]([O:11][C:12]([CH3:15])([CH3:14])[CH3:13])=[O:10], predict the reactants needed to synthesize it. The reactants are: [C:1]([O:11][C:12]([CH3:15])([CH3:14])[CH3:13])(=[O:10])[CH2:2][C:3]([O:5][C:6]([CH3:9])([CH3:8])[CH3:7])=[O:4].[OH-].[Na+].[CH3:18]I.